This data is from Full USPTO retrosynthesis dataset with 1.9M reactions from patents (1976-2016). The task is: Predict the reactants needed to synthesize the given product. Given the product [OH:2][CH:1]([C@H:3]1[CH2:7][O:6][C:5]([CH3:9])([CH3:8])[N:4]1[C:10]([O:12][C:13]([CH3:16])([CH3:15])[CH3:14])=[O:11])[CH2:17][CH3:18], predict the reactants needed to synthesize it. The reactants are: [CH:1]([C@H:3]1[CH2:7][O:6][C:5]([CH3:9])([CH3:8])[N:4]1[C:10]([O:12][C:13]([CH3:16])([CH3:15])[CH3:14])=[O:11])=[O:2].[CH2:17]([Mg]Br)[CH3:18].[Cl-].[NH4+].